From a dataset of Forward reaction prediction with 1.9M reactions from USPTO patents (1976-2016). Predict the product of the given reaction. (1) Given the reactants [Cl:1][C:2]1[CH:19]=[CH:18][C:5]([O:6][N:7]2C(=O)C3=CC=CC=C3C2=O)=[CH:4][CH:3]=1.Cl, predict the reaction product. The product is: [ClH:1].[Cl:1][C:2]1[CH:19]=[CH:18][C:5]([O:6][NH2:7])=[CH:4][CH:3]=1. (2) The product is: [OH:11][N:10]=[C:8]([NH2:9])[NH:7][C:1]1[CH:6]=[CH:5][CH:4]=[CH:3][CH:2]=1. Given the reactants [C:1]1([NH:7][C:8]#[N:9])[CH:6]=[CH:5][CH:4]=[CH:3][CH:2]=1.[NH2:10][OH:11], predict the reaction product. (3) Given the reactants [C:1]([C:4]1[CH:5]=[C:6]([C:21]([O:23]C)=[O:22])[CH:7]=[C:8]2[C:13]=1[O:12][C:11]([N:14]1[CH2:19][CH2:18][O:17][CH2:16][CH2:15]1)=[CH:10][C:9]2=[O:20])(=[O:3])[CH3:2].[BH4-].[Na+].[OH-].[Na+].Cl, predict the reaction product. The product is: [OH:3][CH:1]([C:4]1[CH:5]=[C:6]([C:21]([OH:23])=[O:22])[CH:7]=[C:8]2[C:13]=1[O:12][C:11]([N:14]1[CH2:19][CH2:18][O:17][CH2:16][CH2:15]1)=[CH:10][C:9]2=[O:20])[CH3:2]. (4) Given the reactants [C:1]([CH:3]([CH:7]1[C:11]([Cl:12])=[C:10](Cl)C(=O)O1)[C:4]([NH2:6])=[O:5])#[N:2].Cl.[NH2:16][CH2:17][C:18]1[CH:23]=[C:22]([F:24])[CH:21]=[CH:20][C:19]=1[S:25]([NH:28][CH3:29])(=[O:27])=[O:26].C(N(CC)CC)C, predict the reaction product. The product is: [ClH:12].[Cl:12][C:11]1[CH:7]=[C:3]([C:4]([NH2:6])=[O:5])[C:1](=[NH:2])[N:16]([CH2:17][C:18]2[CH:23]=[C:22]([F:24])[CH:21]=[CH:20][C:19]=2[S:25](=[O:27])(=[O:26])[NH:28][CH3:29])[CH:10]=1. (5) Given the reactants Cl[CH2:2][CH2:3][CH2:4][C:5](Cl)=[O:6].Cl.[NH2:9][CH:10]([C:23]1[CH:28]=[CH:27][C:26]([F:29])=[CH:25][CH:24]=1)[CH:11]([C:13]1[CH:14]=[CH:15][CH:16]=[C:17]2[C:22]=1[N:21]=[CH:20][CH:19]=[CH:18]2)[OH:12].C(N(CC)CC)C.[OH-].[Na+].[I-].[K+].P([O-])(O)(O)=O.[Na+], predict the reaction product. The product is: [F:29][C:26]1[CH:25]=[CH:24][C:23]([CH:10]([N:9]2[CH2:2][CH2:3][CH2:4][C:5]2=[O:6])[CH:11]([OH:12])[C:13]2[CH:14]=[CH:15][CH:16]=[C:17]3[C:22]=2[N:21]=[CH:20][CH:19]=[CH:18]3)=[CH:28][CH:27]=1.